From a dataset of TCR-epitope binding with 47,182 pairs between 192 epitopes and 23,139 TCRs. Binary Classification. Given a T-cell receptor sequence (or CDR3 region) and an epitope sequence, predict whether binding occurs between them. The epitope is TVYDPLQPELDSFK. The TCR CDR3 sequence is CASSLGTLQGTVYF. Result: 0 (the TCR does not bind to the epitope).